This data is from Catalyst prediction with 721,799 reactions and 888 catalyst types from USPTO. The task is: Predict which catalyst facilitates the given reaction. (1) Reactant: [F:1][C:2]1[CH:7]=[C:6]([N:8]2[CH:13]=[CH:12][CH:11]=[CH:10][C:9]2=[O:14])[CH:5]=[CH:4][C:3]=1[NH:15][C:16]([C@@H:18]1[CH2:22][C@H:21]([NH:23][C:24]([C:26]2[S:27][C:28]([Cl:31])=[CH:29][CH:30]=2)=[O:25])[C:20](=O)[CH2:19]1)=[O:17].[NH:33]1[CH2:37][CH2:36][CH2:35][CH2:34]1.C(O)(=O)C.[BH3-]C#N.[Na+]. Product: [F:1][C:2]1[CH:7]=[C:6]([N:8]2[CH:13]=[CH:12][CH:11]=[CH:10][C:9]2=[O:14])[CH:5]=[CH:4][C:3]=1[NH:15][C:16]([C@@H:18]1[CH2:22][C@H:21]([NH:23][C:24]([C:26]2[S:27][C:28]([Cl:31])=[CH:29][CH:30]=2)=[O:25])[CH:20]([N:33]2[CH2:37][CH2:36][CH2:35][CH2:34]2)[CH2:19]1)=[O:17]. The catalyst class is: 1. (2) Reactant: [CH2:1]([NH:8][C:9]([C:11]1[C:12]([CH3:53])=[C:13]2[CH:34]=[C:32]3[N:33]=[C:29]([C:30]([CH3:37])=[C:31]3[CH2:35][CH3:36])[CH:28]=[C:26]3[NH:27][C:23]([C:24]([CH3:40])=[C:25]3[CH:38]=[O:39])=[CH:22][C:20]3=[N:21][C:17]([CH:18]([CH2:42][CH2:43][C:44]([O:46][CH3:47])=[O:45])[CH:19]3[CH3:41])=[C:16]([CH2:48][C:49]([O:51][CH3:52])=[O:50])[C:15]=1[NH:14]2)=[O:10])[CH2:2][O:3][CH2:4][CH2:5][O:6][CH3:7]. Product: [CH2:1]([NH:8][C:9]([C:11]1[C:12]([CH3:53])=[C:13]2[CH:34]=[C:32]3[N:33]=[C:29]([C:30]([CH3:37])=[C:31]3[CH2:35][CH3:36])[CH:28]=[C:26]3[NH:27][C:23]([C:24]([CH3:40])=[C:25]3[CH2:38][OH:39])=[CH:22][C:20]3=[N:21][C:17]([CH:18]([CH2:42][CH2:43][C:44]([O:46][CH3:47])=[O:45])[CH:19]3[CH3:41])=[C:16]([CH2:48][C:49]([O:51][CH3:52])=[O:50])[C:15]=1[NH:14]2)=[O:10])[CH2:2][O:3][CH2:4][CH2:5][O:6][CH3:7]. The catalyst class is: 4. (3) Reactant: [F:1][C:2]1[CH:3]=[CH:4][C:5]2[C:11](=[O:12])[N:10]3[CH2:13][C@H:14]([C:17]([O-:19])=[O:18])[CH2:15][CH2:16][C@H:9]3[CH2:8][C:7]([F:21])([F:20])[C:6]=2[CH:22]=1.[Na+].C(Cl)CCl.C1C=NC2N(O)N=NC=2C=1.[F:38][C:39]1[CH:40]=[CH:41][C:42]([C:45](=[N:47]O)[NH2:46])=[N:43][CH:44]=1. Product: [F:38][C:39]1[CH:40]=[CH:41][C:42]([C:45](=[N:46][O:18][C:17]([C@H:14]2[CH2:13][N:10]3[C:11](=[O:12])[C:5]4[CH:4]=[CH:3][C:2]([F:1])=[CH:22][C:6]=4[C:7]([F:21])([F:20])[CH2:8][C@@H:9]3[CH2:16][CH2:15]2)=[O:19])[NH2:47])=[N:43][CH:44]=1. The catalyst class is: 31. (4) Reactant: [Br:1][C:2]1[CH:10]=[C:9]([NH2:11])[C:8]([O:12][CH3:13])=[C:7]2[C:3]=1[C:4]1[CH:17]=[C:16]([CH3:18])[CH:15]=[N:14][C:5]=1[NH:6]2.[CH3:19][C:20]([O:23][C:24](O[C:24]([O:23][C:20]([CH3:22])([CH3:21])[CH3:19])=[O:25])=[O:25])([CH3:22])[CH3:21]. Product: [Br:1][C:2]1[CH:10]=[C:9]([NH:11][C:24]([O:23][C:20]([CH3:22])([CH3:21])[CH3:19])=[O:25])[C:8]([O:12][CH3:13])=[C:7]2[C:3]=1[C:4]1[CH:17]=[C:16]([CH3:18])[CH:15]=[N:14][C:5]=1[N:6]2[C:24]([O:23][C:20]([CH3:22])([CH3:21])[CH3:19])=[O:25]. The catalyst class is: 168. (5) The catalyst class is: 8. Product: [Cl:12][C:10]1[CH:11]=[C:6]([NH:5][C:4]2[N:3]=[C:1]([NH2:2])[NH:18][N:17]=2)[CH:7]=[C:8]([Cl:14])[C:9]=1[Cl:13]. Reactant: [C:1](/[N:3]=[C:4](\SC)/[NH:5][C:6]1[CH:11]=[C:10]([Cl:12])[C:9]([Cl:13])=[C:8]([Cl:14])[CH:7]=1)#[N:2].[NH2:17][NH2:18]. (6) Reactant: C([O:3][C:4](=[O:35])[C@@H:5]([NH:13][C:14]([C:16]1[S:17][C:18]([CH2:21][CH2:22][CH2:23][C:24]2[NH:34][C:27]3[N:28]=[C:29]([NH2:33])[NH:30][C:31](=[O:32])[C:26]=3[CH:25]=2)=[CH:19][CH:20]=1)=[O:15])[CH2:6][CH2:7][C:8]([O:10]CC)=[O:9])C.[OH-].[Na+].CO.C(Cl)(Cl)Cl. Product: [NH2:33][C:29]1[NH:30][C:31](=[O:32])[C:26]2[CH:25]=[C:24]([CH2:23][CH2:22][CH2:21][C:18]3[S:17][C:16]([C:14]([NH:13][C@@H:5]([CH2:6][CH2:7][C:8]([OH:10])=[O:9])[C:4]([OH:35])=[O:3])=[O:15])=[CH:20][CH:19]=3)[NH:34][C:27]=2[N:28]=1. The catalyst class is: 5. (7) Reactant: CC(C)([O-])C.[K+].[Cl:7][C:8]1[CH:9]=[CH:10][C:11]2[N:12]=[C:13]([NH2:23])[N:14]=[C:15](N3C=NC=N3)[C:16]=2[N:17]=1.[CH3:24][O:25][CH2:26][CH2:27][OH:28]. Product: [Cl:7][C:8]1[CH:9]=[CH:10][C:11]2[N:12]=[C:13]([NH2:23])[N:14]=[C:15]([O:28][CH2:27][CH2:26][O:25][CH3:24])[C:16]=2[N:17]=1. The catalyst class is: 2. (8) Reactant: [O:1]=[C:2]([NH:8][C:9]1[CH:10]=[C:11]([CH:17]=[CH:18][C:19]=1[F:20])[C:12]([NH:14][CH2:15][CH3:16])=[O:13])[CH2:3][C:4](=O)[CH2:5][CH3:6].[C:21]([O-])(=O)C.[Na+].C=O.Cl.[C:29]([NH:33][NH2:34])([CH3:32])([CH3:31])[CH3:30].C(=O)([O-])[O-].[Na+].[Na+]. Product: [CH3:30][C:29]([N:33]1[CH2:21][CH:3]([C:2]([NH:8][C:9]2[CH:10]=[C:11]([C:12]([NH:14][CH2:15][CH3:16])=[O:13])[CH:17]=[CH:18][C:19]=2[F:20])=[O:1])[C:4]([CH2:5][CH3:6])=[N:34]1)([CH3:32])[CH3:31]. The catalyst class is: 5. (9) Reactant: [CH2:1]([C:6]1[N:7]=[C:8]([CH:11]=[N:12]O)[S:9][CH:10]=1)[C:2]([CH3:5])([CH3:4])[CH3:3].C(OC(=O)C)(=O)C.[OH-].[Na+]. Product: [CH2:1]([C:6]1[N:7]=[C:8]([C:11]#[N:12])[S:9][CH:10]=1)[C:2]([CH3:5])([CH3:4])[CH3:3]. The catalyst class is: 2. (10) Reactant: C(OC([N:8]1[CH2:13][CH2:12][N:11]([C:14]2[CH:19]=[CH:18][N:17]=[C:16]([NH:20][CH2:21][C:22]3[CH:27]=[CH:26][CH:25]=[C:24]([Cl:28])[CH:23]=3)[N:15]=2)[CH2:10][CH2:9]1)=O)(C)(C)C.FC(F)(F)C(O)=O.[OH-].[Na+]. Product: [ClH:28].[Cl:28][C:24]1[CH:23]=[C:22]([CH:27]=[CH:26][CH:25]=1)[CH2:21][NH:20][C:16]1[N:15]=[C:14]([N:11]2[CH2:10][CH2:9][NH:8][CH2:13][CH2:12]2)[CH:19]=[CH:18][N:17]=1. The catalyst class is: 2.